From a dataset of Reaction yield outcomes from USPTO patents with 853,638 reactions. Predict the reaction yield, written as a fraction of the theoretical maximum amount of product (1.0 means a 100% yield; for example, 0.34 means a 34% yield). (1) The reactants are [Cl:1][C:2]1[CH:3]=[CH:4][C:5]([O:25][CH3:26])=[C:6]([C:8]2[C:12]([NH:13][C:14]([C:16]3[CH:17]=[N:18][N:19]4[CH:24]=[CH:23][CH:22]=[N:21][C:20]=34)=[O:15])=[CH:11][NH:10][N:9]=2)[CH:7]=1.[H-].[Na+].Br[CH:30]([F:36])[C:31]([O:33]CC)=[O:32]. The catalyst is CN(C=O)C. The product is [Cl:1][C:2]1[CH:3]=[CH:4][C:5]([O:25][CH3:26])=[C:6]([C:8]2[C:12]([NH:13][C:14]([C:16]3[CH:17]=[N:18][N:19]4[CH:24]=[CH:23][CH:22]=[N:21][C:20]=34)=[O:15])=[CH:11][N:10]([CH:30]([F:36])[C:31]([OH:33])=[O:32])[N:9]=2)[CH:7]=1. The yield is 0.300. (2) The reactants are [OH-].[Na+].C[O:4][C:5](=[O:28])[C:6]1[CH:11]=[CH:10][C:9]([CH2:12][N:13]2[C:21](=[O:22])[C:20]3[C@@H:19]4[C:23]([CH3:25])([CH3:24])[C@@:16]([CH3:26])([CH2:17][CH2:18]4)[C:15]=3[N:14]2[CH3:27])=[CH:8][CH:7]=1. The catalyst is CO.O1CCCC1. The product is [CH3:27][N:14]1[C:15]2[C@@:16]3([CH3:26])[C:23]([CH3:24])([CH3:25])[C@H:19]([CH2:18][CH2:17]3)[C:20]=2[C:21](=[O:22])[N:13]1[CH2:12][C:9]1[CH:8]=[CH:7][C:6]([C:5]([OH:28])=[O:4])=[CH:11][CH:10]=1. The yield is 0.770. (3) The reactants are C([O:3][CH:4](OCC)[CH2:5][CH:6]([C:10]1[CH:15]=[CH:14][CH:13]=[CH:12][C:11]=1[F:16])[C:7](=[O:9])[CH3:8])C.FC(F)(F)C(O)=O. The catalyst is C(Cl)Cl. The product is [F:16][C:11]1[CH:12]=[CH:13][CH:14]=[CH:15][C:10]=1[CH:6]([C:7](=[O:9])[CH3:8])[CH2:5][CH:4]=[O:3]. The yield is 0.994. (4) The reactants are [Cl:1][C:2]1[CH:3]=[C:4]([CH2:10][C:11]([OH:13])=[O:12])[CH:5]=[C:6]([CH3:9])[C:7]=1[OH:8].S(=O)(=O)(O)O.[CH3:19]O. No catalyst specified. The product is [CH3:19][O:12][C:11](=[O:13])[CH2:10][C:4]1[CH:5]=[C:6]([CH3:9])[C:7]([OH:8])=[C:2]([Cl:1])[CH:3]=1. The yield is 0.910. (5) The reactants are [CH3:1][O:2][C:3]1[C:10]([O:11][CH3:12])=[CH:9][CH:8]=[CH:7][C:4]=1[CH:5]=O.[C:13]([NH:16][NH2:17])([NH2:15])=[NH:14].[ClH:18]. No catalyst specified. The product is [ClH:18].[CH3:1][O:2][C:3]1[C:10]([O:11][CH3:12])=[CH:9][CH:8]=[CH:7][C:4]=1[CH:5]=[N:17][NH:16][C:13]([NH2:15])=[NH:14]. The yield is 0.720.